This data is from Full USPTO retrosynthesis dataset with 1.9M reactions from patents (1976-2016). The task is: Predict the reactants needed to synthesize the given product. (1) Given the product [CH2:29]([C:2]1[CH:3]=[C:4]([CH:9]=[C:10]([N:12]2[CH2:17][CH2:16][CH:15]([NH:18][C:19]([O:21][C:22]([CH3:25])([CH3:24])[CH3:23])=[O:20])[CH2:14][CH2:13]2)[CH:11]=1)[C:5]([O:7][CH3:8])=[O:6])[CH:28]=[CH2:27], predict the reactants needed to synthesize it. The reactants are: Br[C:2]1[CH:3]=[C:4]([CH:9]=[C:10]([N:12]2[CH2:17][CH2:16][CH:15]([NH:18][C:19]([O:21][C:22]([CH3:25])([CH3:24])[CH3:23])=[O:20])[CH2:14][CH2:13]2)[CH:11]=1)[C:5]([O:7][CH3:8])=[O:6].O1C=[CH:29][CH:28]=[C:27]1P(C1OC=CC=1)C1OC=CC=1.CN1C(=O)CCC1.C([Sn](CCCC)(CCCC)CCCC)C=C. (2) The reactants are: O.[NH2:2][NH2:3].O=[C:5]([CH3:12])[CH2:6][C:7](OCC)=[O:8].[CH:13](=O)[C:14]1[CH:19]=[CH:18][CH:17]=[CH:16][CH:15]=1.[C:21](#[N:25])[CH2:22][C:23]#[N:24].N1CCCCC1. Given the product [NH2:24][C:23]1[O:8][C:7]2=[N:2][NH:3][C:5]([CH3:12])=[C:6]2[CH:13]([C:14]2[CH:19]=[CH:18][CH:17]=[CH:16][CH:15]=2)[C:22]=1[C:21]#[N:25], predict the reactants needed to synthesize it. (3) The reactants are: [NH:1]1[CH2:5][CH2:4][CH2:3][CH2:2]1.[CH3:6]Cl.[C:8]([OH:19])(=[O:18])[C:9]1[CH:17]=[CH:16][C:12]([C:13]([OH:15])=O)=[CH:11][CH:10]=1. Given the product [CH3:6][O:19][C:8](=[O:18])[C:9]1[CH:10]=[CH:11][C:12]([C:13]([N:1]2[CH2:5][CH2:4][CH2:3][CH2:2]2)=[O:15])=[CH:16][CH:17]=1, predict the reactants needed to synthesize it. (4) Given the product [CH:29]1([C:6]2[C:5]([C:3]3[NH:37][C:34]([CH3:35])=[N:36][CH:2]=3)=[CH:27][C:9]([C:10]([N:12]3[CH2:13][CH2:14][C:15]([C:19]4[CH:20]=[CH:21][C:22]([C:23]#[N:24])=[CH:25][CH:26]=4)([F:18])[CH2:16][CH2:17]3)=[O:11])=[C:8]([CH3:28])[CH:7]=2)[CH2:30][CH2:31][CH2:32]1, predict the reactants needed to synthesize it. The reactants are: Br[CH2:2][C:3]([C:5]1[C:6]([CH:29]2[CH2:32][CH2:31][CH2:30]2)=[CH:7][C:8]([CH3:28])=[C:9]([CH:27]=1)[C:10]([N:12]1[CH2:17][CH2:16][C:15]([C:19]2[CH:26]=[CH:25][C:22]([C:23]#[N:24])=[CH:21][CH:20]=2)([F:18])[CH2:14][CH2:13]1)=[O:11])=O.Cl.[C:34](=[NH:37])([NH2:36])[CH3:35].C(=O)([O-])[O-].[K+].[K+]. (5) Given the product [CH:13]([O:1][C:2]1[CH:9]=[C:8]([O:10][CH3:11])[CH:7]=[CH:6][C:3]=1[CH:4]=[O:5])([CH3:15])[CH3:14], predict the reactants needed to synthesize it. The reactants are: [OH:1][C:2]1[CH:9]=[C:8]([O:10][CH3:11])[CH:7]=[CH:6][C:3]=1[CH:4]=[O:5].I[CH:13]([CH3:15])[CH3:14].C([O-])([O-])=O.[K+].[K+].C(Cl)Cl.